This data is from Forward reaction prediction with 1.9M reactions from USPTO patents (1976-2016). The task is: Predict the product of the given reaction. The product is: [Br:1][C:2]1[CH:7]=[CH:6][C:5]([CH:8]([CH3:13])[C:9]#[N:10])=[CH:4][CH:3]=1. Given the reactants [Br:1][C:2]1[CH:7]=[CH:6][C:5]([CH2:8][C:9]#[N:10])=[CH:4][CH:3]=1.[H-].[Na+].[CH3:13]I, predict the reaction product.